Dataset: Reaction yield outcomes from USPTO patents with 853,638 reactions. Task: Predict the reaction yield, written as a fraction of the theoretical maximum amount of product (1.0 means a 100% yield; for example, 0.34 means a 34% yield). (1) The reactants are [N:1]([CH2:4][C:5]1[CH:10]=[CH:9][CH:8]=[C:7]([CH2:11][O:12][Si:13]([C:16]([CH3:19])([CH3:18])[CH3:17])([CH3:15])[CH3:14])[N:6]=1)=[N+]=[N-]. The catalyst is CO.[Pd].NCCN. The product is [NH2:1][CH2:4][C:5]1[CH:10]=[CH:9][CH:8]=[C:7]([CH2:11][O:12][Si:13]([C:16]([CH3:19])([CH3:18])[CH3:17])([CH3:14])[CH3:15])[N:6]=1. The yield is 0.800. (2) The reactants are C1(P(C2C=CC=CC=2)C2C=CC=CC=2)C=CC=CC=1.[CH3:20][O:21][C:22](=[O:35])[C@H:23]([CH2:32][CH2:33]O)[NH:24][C:25]([O:27][C:28]([CH3:31])([CH3:30])[CH3:29])=[O:26].C(Br)(Br)(Br)[Br:37]. The catalyst is C(Cl)Cl. The product is [CH3:20][O:21][C:22](=[O:35])[CH:23]([NH:24][C:25]([O:27][C:28]([CH3:31])([CH3:30])[CH3:29])=[O:26])[CH2:32][CH2:33][Br:37]. The yield is 0.200. (3) The reactants are [CH2:1]([O:3][C:4](=[O:18])[CH2:5][NH:6][CH:7]1[CH2:10][N:9]([C:11]([O:13][C:14]([CH3:17])([CH3:16])[CH3:15])=[O:12])[CH2:8]1)[CH3:2].[C:19](O[C:19]([O:21][C:22]([CH3:25])([CH3:24])[CH3:23])=[O:20])([O:21][C:22]([CH3:25])([CH3:24])[CH3:23])=[O:20].C(=O)([O-])[O-].[K+].[K+]. The catalyst is CC#N. The product is [C:22]([O:21][C:19]([N:6]([CH2:5][C:4]([O:3][CH2:1][CH3:2])=[O:18])[CH:7]1[CH2:10][N:9]([C:11]([O:13][C:14]([CH3:17])([CH3:16])[CH3:15])=[O:12])[CH2:8]1)=[O:20])([CH3:25])([CH3:24])[CH3:23]. The yield is 0.900. (4) The reactants are [CH3:1][N:2]([CH3:19])[CH:3]1[CH2:8][CH2:7][C:6]([C:9]2[C:17]3[C:12](=[CH:13][CH:14]=[C:15]([NH2:18])[CH:16]=3)[NH:11][CH:10]=2)=[CH:5][CH2:4]1.I.CS[C:23]([C:25]1[S:26][CH:27]=[CH:28][CH:29]=1)=[NH:24]. The catalyst is C(O)C. The product is [CH3:1][N:2]([CH3:19])[CH:3]1[CH2:8][CH2:7][C:6]([C:9]2[C:17]3[C:12](=[CH:13][CH:14]=[C:15]([NH:18][C:23]([C:25]4[S:26][CH:27]=[CH:28][CH:29]=4)=[NH:24])[CH:16]=3)[NH:11][CH:10]=2)=[CH:5][CH2:4]1. The yield is 0.900. (5) The reactants are [C:1]([C:3]1[CH:8]=[CH:7][C:6]([N:9]2[CH:17]([CH:18]3[CH2:22][CH2:21][CH2:20][CH2:19]3)[CH:16]3[C:11]([C:12]4[CH:26]=[CH:25][C:24]([C:27]([O:29]CC)=[O:28])=[CH:23][C:13]=4[CH2:14][CH2:15]3)=[N:10]2)=[CH:5][C:4]=1[CH2:32][O:33][CH3:34])#[N:2].CO.[OH-].[Na+]. The catalyst is O1CCCC1. The product is [C:1]([C:3]1[CH:8]=[CH:7][C:6]([N:9]2[CH:17]([CH:18]3[CH2:19][CH2:20][CH2:21][CH2:22]3)[CH:16]3[C:11]([C:12]4[CH:26]=[CH:25][C:24]([C:27]([OH:29])=[O:28])=[CH:23][C:13]=4[CH2:14][CH2:15]3)=[N:10]2)=[CH:5][C:4]=1[CH2:32][O:33][CH3:34])#[N:2]. The yield is 0.180. (6) The reactants are Br[C:2]1[C:3]([NH2:9])=[N:4][CH:5]=[C:6]([CH3:8])[N:7]=1.[CH2:10]([O:12][C:13]([N:15]=[C:16]=[S:17])=[O:14])[CH3:11].C1(C)C=CC=CC=1. The catalyst is CO. The product is [CH3:8][C:6]1[N:7]=[C:2]2[S:17][C:16]([NH:15][C:13](=[O:14])[O:12][CH2:10][CH3:11])=[N:9][C:3]2=[N:4][CH:5]=1. The yield is 0.631. (7) The reactants are C[O:2][C:3]([C:5]1([C:8]2[CH:9]=[CH:10][C:11]3[O:15][CH:14]=[N:13][C:12]=3[CH:16]=2)[CH2:7][CH2:6]1)=[O:4].[Al+3].[Cl-].[Cl-].[Cl-].O. The catalyst is CCS. The product is [O:15]1[C:11]2[CH:10]=[CH:9][C:8]([C:5]3([C:3]([OH:4])=[O:2])[CH2:7][CH2:6]3)=[CH:16][C:12]=2[N:13]=[CH:14]1. The yield is 0.110. (8) The reactants are [H-].[Al+3].[Li+].[H-].[H-].[H-].[NH:7]1[C:15]2[C:10](=[CH:11][CH:12]=[CH:13][CH:14]=2)[CH:9]=[C:8]1[C:16](OCC)=[O:17].O.[OH-].[Na+]. The catalyst is C1COCC1. The product is [NH:7]1[C:15]2[C:10](=[CH:11][CH:12]=[CH:13][CH:14]=2)[CH:9]=[C:8]1[CH2:16][OH:17]. The yield is 0.830.